From a dataset of Full USPTO retrosynthesis dataset with 1.9M reactions from patents (1976-2016). Predict the reactants needed to synthesize the given product. (1) Given the product [CH2:7]([O:14][CH2:15][CH:16]1[CH2:18][CH:17]1[S:19]([NH:22][C:26]1[C:27]2[O:31][CH:30]=[CH:29][C:28]=2[C:32]([F:35])=[C:33]([F:34])[C:25]=1[NH:24][C:36]1[CH:41]=[CH:40][C:39]([I:42])=[CH:38][C:37]=1[F:43])(=[O:20])=[O:21])[C:8]1[CH:9]=[CH:10][CH:11]=[CH:12][CH:13]=1, predict the reactants needed to synthesize it. The reactants are: C[Si](C)(C)[O-].[K+].[CH2:7]([O:14][CH2:15][CH:16]1[CH2:18][CH:17]1[S:19]([N:22]1[C:26]2[C:27]3[O:31][CH:30]=[CH:29][C:28]=3[C:32]([F:35])=[C:33]([F:34])[C:25]=2[N:24]([C:36]2[CH:41]=[CH:40][C:39]([I:42])=[CH:38][C:37]=2[F:43])C1=O)(=[O:21])=[O:20])[C:8]1[CH:13]=[CH:12][CH:11]=[CH:10][CH:9]=1.C(OCC)(=O)C. (2) Given the product [F:1][C:2]1[N:7]=[C:6]([N:8]2[C:12]([O:13][C:14]3[C:19]([CH2:20][CH2:21][CH3:22])=[CH:18][N:17]=[CH:16][N:15]=3)=[CH:11][CH:10]=[N:9]2)[CH:5]=[CH:4][CH:3]=1, predict the reactants needed to synthesize it. The reactants are: [F:1][C:2]1[N:7]=[C:6]([N:8]2[C:12]([O:13][C:14]3[C:19]([CH2:20][CH2:21][CH3:22])=[C:18](I)[N:17]=[CH:16][N:15]=3)=[CH:11][CH:10]=[N:9]2)[CH:5]=[CH:4][CH:3]=1. (3) Given the product [C:25]([O:24][C:22]([N:9]([C:5]1[CH:6]=[CH:7][CH:8]=[C:3]([C:2]([F:14])([F:15])[F:1])[CH:4]=1)[CH2:10][C:11]([OH:13])=[O:12])=[O:23])([CH3:28])([CH3:27])[CH3:26], predict the reactants needed to synthesize it. The reactants are: [F:1][C:2]([F:15])([F:14])[C:3]1[CH:4]=[C:5]([NH:9][CH2:10][C:11]([OH:13])=[O:12])[CH:6]=[CH:7][CH:8]=1.O1CCOCC1.[C:22](OC([O-])=O)([O:24][C:25]([CH3:28])([CH3:27])[CH3:26])=[O:23].Cl. (4) Given the product [C:29]([O:21][C:18]1[CH:17]=[CH:16][C:15](/[CH:14]=[C:11](\[C:12]#[N:13])/[C:5]2[CH:6]=[CH:7][C:8]([O:9][CH3:10])=[C:3]([O:2][CH3:1])[CH:4]=2)=[CH:20][CH:19]=1)(=[O:30])[CH2:28][CH2:27][C:26]([O:25][CH2:23][CH3:24])=[O:32], predict the reactants needed to synthesize it. The reactants are: [CH3:1][O:2][C:3]1[CH:4]=[C:5](/[C:11](=[CH:14]/[C:15]2[CH:20]=[CH:19][C:18]([OH:21])=[CH:17][CH:16]=2)/[C:12]#[N:13])[CH:6]=[CH:7][C:8]=1[O:9][CH3:10].[Cl-].[CH2:23]([O:25][C:26](=[O:32])[CH2:27][CH2:28][C:29](O)=[O:30])[CH3:24]. (5) Given the product [OH:2][C:3]1[N:8]=[CH:7][C:6]([CH:9]([C:14]#[C:15][CH3:16])[CH2:10][C:11]([OH:13])=[O:12])=[CH:5][CH:4]=1, predict the reactants needed to synthesize it. The reactants are: C[O:2][C:3]1[N:8]=[CH:7][C:6]([CH:9]([C:14]#[C:15][CH3:16])[CH2:10][C:11]([OH:13])=[O:12])=[CH:5][CH:4]=1.O1CCOCC1.Cl.